This data is from Reaction yield outcomes from USPTO patents with 853,638 reactions. The task is: Predict the reaction yield, written as a fraction of the theoretical maximum amount of product (1.0 means a 100% yield; for example, 0.34 means a 34% yield). (1) The reactants are Cl[C:2](Cl)(Cl)[CH:3]([OH:5])O.S([O-])([O-])(=O)=O.[Na+].[Na+].[CH:15]([C:18]1[CH:24]=[CH:23][CH:22]=[CH:21][C:19]=1[NH2:20])([CH3:17])[CH3:16].Cl.Cl.[NH2:27][OH:28]. The catalyst is O. The product is [OH:28][N:27]=[CH:2][C:3]([NH:20][C:19]1[CH:21]=[CH:22][CH:23]=[CH:24][C:18]=1[CH:15]([CH3:17])[CH3:16])=[O:5]. The yield is 0.350. (2) The reactants are [F:1][C:2]1[C:7]([C:8]2[CH:9]=[C:10]([CH:22]=O)[S:11][C:12]=2[S:13]([C:16]2[CH:21]=[CH:20][CH:19]=[CH:18][CH:17]=2)(=[O:15])=[O:14])=[CH:6][CH:5]=[CH:4][N:3]=1.[NH:24]1[CH2:27][CH:26]([OH:28])[CH2:25]1.C(O[BH-](OC(=O)C)OC(=O)C)(=O)C.[Na+].C(=O)([O-])O.[Na+]. The catalyst is CO. The product is [F:1][C:2]1[C:7]([C:8]2[CH:9]=[C:10]([CH2:22][N:24]3[CH2:27][CH:26]([OH:28])[CH2:25]3)[S:11][C:12]=2[S:13]([C:16]2[CH:17]=[CH:18][CH:19]=[CH:20][CH:21]=2)(=[O:14])=[O:15])=[CH:6][CH:5]=[CH:4][N:3]=1. The yield is 0.170. (3) The reactants are [C:1]([C:5]1[CH:10]=[C:9]([N+:11]([O-:13])=[O:12])[CH:8]=[CH:7][C:6]=1[OH:14])([CH3:4])([CH3:3])[CH3:2].O.[I:16]Cl. The catalyst is CO. The product is [C:1]([C:5]1[CH:10]=[C:9]([N+:11]([O-:13])=[O:12])[CH:8]=[C:7]([I:16])[C:6]=1[OH:14])([CH3:4])([CH3:2])[CH3:3]. The yield is 0.960. (4) The reactants are [N+:1]([C:4]1[N:5]=[CH:6][N:7]([C@@H:9]2[CH2:12][C@H:11]([O:13][S:14]([C:17]3[CH:22]=[CH:21][C:20]([CH3:23])=[CH:19][CH:18]=3)(=[O:16])=[O:15])[CH2:10]2)[CH:8]=1)([O-])=O.CCN(CC)CC.[C:31]1([CH2:41][C:42](O)=[O:43])[C:40]2[C:35](=[CH:36][CH:37]=[CH:38][CH:39]=2)[CH:34]=[CH:33][CH:32]=1. The catalyst is C(OCC)(=O)C.[Pd]. The product is [C:31]1([CH2:41][C:42]([NH:1][C:4]2[N:5]=[CH:6][N:7]([C@H:9]3[CH2:12][C@H:11]([O:13][S:14]([C:17]4[CH:22]=[CH:21][C:20]([CH3:23])=[CH:19][CH:18]=4)(=[O:16])=[O:15])[CH2:10]3)[CH:8]=2)=[O:43])[C:40]2[C:35](=[CH:36][CH:37]=[CH:38][CH:39]=2)[CH:34]=[CH:33][CH:32]=1. The yield is 0.720. (5) The reactants are [CH3:1][C:2]1[CH:7]=[CH:6][CH:5]=[C:4]([CH3:8])[C:3]=1[C:9]([N:11]1[CH2:17][C:16]2[CH:18]=[CH:19][C:20]([C:22]([O:24]C)=O)=[CH:21][C:15]=2[O:14][CH2:13][CH2:12]1)=[O:10].[NH2:26][OH:27].[OH-].[Na+].Cl. The catalyst is CO.C1COCC1. The product is [CH3:1][C:2]1[CH:7]=[CH:6][CH:5]=[C:4]([CH3:8])[C:3]=1[C:9]([N:11]1[CH2:17][C:16]2[CH:18]=[CH:19][C:20]([C:22]([NH:26][OH:27])=[O:24])=[CH:21][C:15]=2[O:14][CH2:13][CH2:12]1)=[O:10]. The yield is 0.310.